From a dataset of Experimentally validated miRNA-target interactions with 360,000+ pairs, plus equal number of negative samples. Binary Classification. Given a miRNA mature sequence and a target amino acid sequence, predict their likelihood of interaction. (1) The miRNA is hsa-miR-27b-3p with sequence UUCACAGUGGCUAAGUUCUGC. The protein sequence of the target gene is MLALEAAQLDGPHFSCLYPDGVFYDLDSCKHSSYPDSEGAPDSLWDWTVAPPVPATPYEAFDPAAAAFSHPQAAQLCYEPPTYSPAGNLELAPSLEAPGPGLPAYPTENFASQTLVPPAYAPYPSPVLSEEEDLPLDSPALEVSDSESDEALVAGPEGKGSEAGTRKKLRLYQFLLGLLTRGDMRECVWWVEPGAGVFQFSSKHKELLARRWGQQKGNRKRMTYQKLARALRNYAKTGEIRKVKRKLTYQFDSALLPAVRRA. Result: 1 (interaction). (2) The miRNA is hsa-miR-301a-5p with sequence GCUCUGACUUUAUUGCACUACU. The protein sequence of the target gene is MNHLSPPPSPHSQQPSPAGLGCHGAALDKQWMQRASAFNTVIASAAAQKLNGRDLPFLYNPLLYSSALLWPQFLLSSATALGTPLTPMTPKSPASVVLGQRDRDFALTPEKEHELQMNNNNENSKQDYQEQDEDMPLNLSTKERITSDDSNRDQYHSSSNNSSRSSSSSEVEQLHPMTSLNVTPPPLSAVNLKSSSTPQQQRQRSQGNIIWSPASMCERSARREQYGLKMEEQGDEEEHQVDPIVRKFKYERRTASISSLQSPISSLSAPASNAVQDLEFEVAQQQLYAHRSAFMAGLTG.... Result: 0 (no interaction). (3) The miRNA is hsa-miR-656-3p with sequence AAUAUUAUACAGUCAACCUCU. The protein sequence of the target gene is MRPLAGGLLKVVFVVFASLCAWYSGYLLAELIPDAPLSSAAYSIRSIGERPVLKAPVPKRQKCDHWTPCPSDTYAYRLLSGGGRSKYAKICFEDNLLMGEQLGNVARGINIAIVNYVTGNVTATRCFDMYEGDNSGPMTKFIQSAAPKSLLFMVTYDDGSTRLNNDAKNAIEALGSKEIRNMKFRSSWVFIAAKGLELPSEIQREKINHSDAKNNRYSGWPAEIQIEGCIPKERS. Result: 0 (no interaction).